Dataset: Full USPTO retrosynthesis dataset with 1.9M reactions from patents (1976-2016). Task: Predict the reactants needed to synthesize the given product. (1) The reactants are: Cl.[CH2:2]([N:4]=[C:5]=NCCCN(C)C)C.O.ON1C2C=CC=CC=2N=N1.CNC.[F:27][C:28]1[CH:29]=[CH:30][C:31]([C:37]([F:40])([F:39])[F:38])=[C:32]([CH:36]=1)[C:33](O)=[O:34].[Cl-].[NH4+]. Given the product [F:27][C:28]1[CH:29]=[CH:30][C:31]([C:37]([F:40])([F:39])[F:38])=[C:32]([CH:36]=1)[C:33]([N:4]([CH3:5])[CH3:2])=[O:34], predict the reactants needed to synthesize it. (2) Given the product [NH2:41][C:40]1[N:32]=[CH:33][N:34]=[C:35]2[C:39]=1[N:38]=[CH:37][N:36]2[CH2:27][C:28]1[N:21]([C:20]2[CH:22]=[CH:23][CH:24]=[CH:25][C:19]=2[CH:16]([CH3:18])[CH3:17])[C:8](=[O:10])[C:7]2[C:6](=[CH:14][CH:13]=[CH:12][C:11]=2[CH3:15])[N:5]=1, predict the reactants needed to synthesize it. The reactants are: S(Cl)(Cl)=O.[NH2:5][C:6]1[CH:14]=[CH:13][CH:12]=[C:11]([CH3:15])[C:7]=1[C:8]([OH:10])=O.[CH:16]([C:19]1[CH:25]=[CH:24][CH:23]=[CH:22][C:20]=1[NH2:21])([CH3:18])[CH3:17].Cl[CH2:27][C:28](Cl)=O.[Cl-].[N:32]1[C:40]([NH2:41])=[C:39]2[C:35]([N:36]=[CH:37][NH:38]2)=[N:34][CH:33]=1.C([O-])([O-])=O.[K+].[K+]. (3) Given the product [C:15]([N+:19]([O-:20])=[CH:1][C:3]1[CH:13]=[CH:12][CH:11]=[CH:10][C:4]=1[C:5](=[O:6])[N:7]([CH3:9])[CH3:8])([CH3:18])([CH3:17])[CH3:16], predict the reactants needed to synthesize it. The reactants are: [CH:1]([C:3]1[CH:13]=[CH:12][CH:11]=[CH:10][C:4]=1[C:5]([N:7]([CH3:9])[CH3:8])=[O:6])=O.Cl.[C:15]([NH:19][OH:20])([CH3:18])([CH3:17])[CH3:16]. (4) Given the product [CH3:14][O:15][C:16]1[CH:21]=[CH:20][CH:19]=[CH:18][C:17]=1[C:22]1[CH:23]=[C:24]([C:31]2[CH:32]=[CH:33][C:34]([CH:35]=[C:43]3[S:39][C:40](=[O:45])[NH:41][C:42]3=[O:44])=[CH:37][CH:38]=2)[CH:25]=[C:26]2[O:30][CH2:29][O:28][C:27]=12, predict the reactants needed to synthesize it. The reactants are: C1(C)C=CC=CC=1.N1CCCCC1.[CH3:14][O:15][C:16]1[CH:21]=[CH:20][CH:19]=[CH:18][C:17]=1[C:22]1[CH:23]=[C:24]([C:31]2[CH:38]=[CH:37][C:34]([CH:35]=O)=[CH:33][CH:32]=2)[CH:25]=[C:26]2[O:30][CH2:29][O:28][C:27]=12.[S:39]1[CH2:43][C:42](=[O:44])[NH:41][C:40]1=[O:45]. (5) Given the product [CH2:25]([N:19]1[CH2:20][CH:4]2[C:3](=[O:8])[N:2]([CH3:1])[C:6](=[O:7])[CH:5]2[CH2:18]1)[C:26]1[CH:31]=[CH:30][CH:29]=[CH:28][CH:27]=1, predict the reactants needed to synthesize it. The reactants are: [CH3:1][N:2]1[C:6](=[O:7])[CH:5]=[CH:4][C:3]1=[O:8].FC(F)(F)C(O)=O.CO[CH2:18][N:19]([CH2:25][C:26]1[CH:31]=[CH:30][CH:29]=[CH:28][CH:27]=1)[CH2:20][Si](C)(C)C. (6) Given the product [OH:7][CH:4]1[CH2:5][CH2:6][N:1]([C:15]([O:17][C:18]([CH3:21])([CH3:20])[CH3:19])=[O:16])[CH2:2][CH2:3]1, predict the reactants needed to synthesize it. The reactants are: [NH:1]1[CH2:6][CH2:5][CH:4]([OH:7])[CH2:3][CH2:2]1.C(N(CC)CC)C.[C:15](O[C:15]([O:17][C:18]([CH3:21])([CH3:20])[CH3:19])=[O:16])([O:17][C:18]([CH3:21])([CH3:20])[CH3:19])=[O:16]. (7) The reactants are: [CH2:1]([C:3]1[CH:8]=[C:7]([N+:9]([O-])=O)[CH:6]=[CH:5][N+:4]=1[O-])[CH3:2]. Given the product [CH2:1]([C:3]1[CH:8]=[C:7]([NH2:9])[CH:6]=[CH:5][N:4]=1)[CH3:2], predict the reactants needed to synthesize it.